This data is from Peptide-MHC class I binding affinity with 185,985 pairs from IEDB/IMGT. The task is: Regression. Given a peptide amino acid sequence and an MHC pseudo amino acid sequence, predict their binding affinity value. This is MHC class I binding data. (1) The peptide sequence is MHDPHSIPL. The MHC is HLA-A03:01 with pseudo-sequence HLA-A03:01. The binding affinity (normalized) is 0.0847. (2) The peptide sequence is YQGMLPVCPL. The MHC is HLA-A03:01 with pseudo-sequence HLA-A03:01. The binding affinity (normalized) is 0.0677. (3) The peptide sequence is TSNLQEQIGW. The MHC is HLA-B42:01 with pseudo-sequence HLA-B42:01. The binding affinity (normalized) is 0. (4) The peptide sequence is FRRRKRMGF. The MHC is HLA-A11:01 with pseudo-sequence HLA-A11:01. The binding affinity (normalized) is 0.0847. (5) The peptide sequence is MCFHQHLMY. The MHC is HLA-B07:02 with pseudo-sequence HLA-B07:02. The binding affinity (normalized) is 0.0847. (6) The peptide sequence is FQPQNGQYI. The MHC is H-2-Kb with pseudo-sequence H-2-Kb. The binding affinity (normalized) is 0.0258. (7) The peptide sequence is TLMSIISTFH. The MHC is HLA-A11:01 with pseudo-sequence HLA-A11:01. The binding affinity (normalized) is 0.0338.